This data is from NCI-60 drug combinations with 297,098 pairs across 59 cell lines. The task is: Regression. Given two drug SMILES strings and cell line genomic features, predict the synergy score measuring deviation from expected non-interaction effect. (1) Drug 2: C1=CN(C(=O)N=C1N)C2C(C(C(O2)CO)O)O.Cl. Cell line: HS 578T. Drug 1: CS(=O)(=O)C1=CC(=C(C=C1)C(=O)NC2=CC(=C(C=C2)Cl)C3=CC=CC=N3)Cl. Synergy scores: CSS=4.73, Synergy_ZIP=3.12, Synergy_Bliss=1.80, Synergy_Loewe=-24.4, Synergy_HSA=-4.04. (2) Drug 2: C1CC(C1)(C(=O)O)C(=O)O.[NH2-].[NH2-].[Pt+2]. Synergy scores: CSS=35.3, Synergy_ZIP=-0.830, Synergy_Bliss=5.36, Synergy_Loewe=4.62, Synergy_HSA=5.61. Cell line: HT29. Drug 1: C1CCC(CC1)NC(=O)N(CCCl)N=O. (3) Drug 1: CC(C)NC(=O)C1=CC=C(C=C1)CNNC.Cl. Drug 2: CC1=C(C(=O)C2=C(C1=O)N3CC4C(C3(C2COC(=O)N)OC)N4)N. Cell line: PC-3. Synergy scores: CSS=14.0, Synergy_ZIP=-11.2, Synergy_Bliss=-11.9, Synergy_Loewe=-43.8, Synergy_HSA=-13.4. (4) Drug 1: C1=CN(C(=O)N=C1N)C2C(C(C(O2)CO)O)O.Cl. Drug 2: COCCOC1=C(C=C2C(=C1)C(=NC=N2)NC3=CC=CC(=C3)C#C)OCCOC.Cl. Cell line: PC-3. Synergy scores: CSS=12.6, Synergy_ZIP=-1.01, Synergy_Bliss=1.50, Synergy_Loewe=-0.0596, Synergy_HSA=0.859. (5) Drug 1: CC(CN1CC(=O)NC(=O)C1)N2CC(=O)NC(=O)C2. Cell line: EKVX. Drug 2: B(C(CC(C)C)NC(=O)C(CC1=CC=CC=C1)NC(=O)C2=NC=CN=C2)(O)O. Synergy scores: CSS=6.32, Synergy_ZIP=-3.36, Synergy_Bliss=-3.77, Synergy_Loewe=-1.08, Synergy_HSA=-2.24.